This data is from Full USPTO retrosynthesis dataset with 1.9M reactions from patents (1976-2016). The task is: Predict the reactants needed to synthesize the given product. (1) Given the product [OH:1][CH2:2][CH2:3][C:4]1([CH3:16])[C:9]2[S:10][C:11]([C:13]([NH2:15])=[O:14])=[CH:12][C:8]=2[CH2:7][CH2:6][O:5]1, predict the reactants needed to synthesize it. The reactants are: [OH:1][CH2:2][CH2:3][CH:4]1[C:9]2[S:10][C:11]([C:13]([NH2:15])=[O:14])=[CH:12][C:8]=2[CH2:7][CH2:6][O:5]1.[CH3:16]C1(CC(OCC)=O)C2SC=CC=2CCO1. (2) Given the product [CH2:1]([C:8]1[CH:13]=[C:12]([CH3:14])[N:11]=[C:10]([NH:36][C:37]2[CH:38]=[CH:39][C:40]([N:43]3[CH:47]=[CH:46][N:45]=[C:44]3[CH2:18][OH:21])=[CH:41][CH:42]=2)[N:9]=1)[C:2]1[CH:7]=[CH:6][CH:5]=[CH:4][CH:3]=1, predict the reactants needed to synthesize it. The reactants are: [CH2:1]([C:8]1[CH:13]=[C:12]([CH3:14])[N:11]=[C:10](Cl)[N:9]=1)[C:2]1[CH:7]=[CH:6][CH:5]=[CH:4][CH:3]=1.CO.[C:18](=[O:21])([O-])[O-].[K+].[K+].C1(C2C=CC=CC=2)C=CC=CC=1.[NH2:36][C:37]1[CH:42]=[CH:41][C:40]([N:43]2[CH:47]=[C:46](CO)[N:45]=[CH:44]2)=[CH:39][CH:38]=1. (3) The reactants are: [Cl:1][C:2]1[N:11]=[C:10]([S:12][CH:13]2[CH2:18][CH2:17][N:16](C(OC(C)(C)C)=O)[CH2:15][CH2:14]2)[C:9]2[C:4](=[CH:5][C:6]([O:28][CH3:29])=[C:7]([O:26][CH3:27])[CH:8]=2)[N:3]=1.O1CCOCC1. Given the product [ClH:1].[ClH:1].[ClH:1].[Cl:1][C:2]1[N:11]=[C:10]([S:12][CH:13]2[CH2:14][CH2:15][NH:16][CH2:17][CH2:18]2)[C:9]2[C:4](=[CH:5][C:6]([O:28][CH3:29])=[C:7]([O:26][CH3:27])[CH:8]=2)[N:3]=1, predict the reactants needed to synthesize it.